This data is from Forward reaction prediction with 1.9M reactions from USPTO patents (1976-2016). The task is: Predict the product of the given reaction. (1) Given the reactants [CH:1]([O:4][C:5]1[CH:10]=[CH:9][C:8]([CH2:11][C:12]([O:14]C)=[O:13])=[CH:7][CH:6]=1)([CH3:3])[CH3:2].[OH-].[Na+].O, predict the reaction product. The product is: [CH:1]([O:4][C:5]1[CH:10]=[CH:9][C:8]([CH2:11][C:12]([OH:14])=[O:13])=[CH:7][CH:6]=1)([CH3:3])[CH3:2]. (2) Given the reactants [Br:1][C:2]1[CH:7]=[CH:6][C:5]([OH:8])=[C:4]([CH3:9])[CH:3]=1.[CH2:10](Br)[C:11]1[CH:16]=[CH:15][CH:14]=[CH:13][CH:12]=1.C(=O)([O-])[O-].[K+].[K+], predict the reaction product. The product is: [CH2:10]([O:8][C:5]1[CH:6]=[CH:7][C:2]([Br:1])=[CH:3][C:4]=1[CH3:9])[C:11]1[CH:16]=[CH:15][CH:14]=[CH:13][CH:12]=1. (3) Given the reactants Cl[C:2]1[C:7]([CH3:8])=[CH:6][C:5]([N+:9]([O-:11])=[O:10])=[CH:4][N:3]=1.[Cu][C:13]#[N:14], predict the reaction product. The product is: [CH3:8][C:7]1[C:2]([C:13]#[N:14])=[N:3][CH:4]=[C:5]([N+:9]([O-:11])=[O:10])[CH:6]=1. (4) The product is: [C:2]([C:10]1[CH:15]=[C:14]([C:22]([OH:24])=[O:23])[C:13]([OH:20])=[CH:12][CH:11]=1)([CH2:5][C:6]([CH3:9])([CH3:8])[CH3:7])([CH3:4])[CH3:3]. Given the reactants [Na].[C:2]([C:10]1[CH:15]=[CH:14][CH:13]=[CH:12][C:11]=1O)([CH2:5][C:6]([CH3:9])([CH3:8])[CH3:7])([CH3:4])[CH3:3].C1C[O:20]CC1.[C:22](=[O:24])=[O:23], predict the reaction product. (5) Given the reactants [CH3:1][CH:2]([CH:8]([OH:10])[CH3:9])[C:3]([O:5][CH2:6][CH3:7])=[O:4].[C:11]1([C:24](Cl)=[O:25])[C:23]2[CH2:22][C:21]3[C:16](=[CH:17][CH:18]=[CH:19][CH:20]=3)[C:15]=2[CH:14]=[CH:13][CH:12]=1, predict the reaction product. The product is: [CH3:1][CH:2]([CH:8]([O:10][C:24]([C:11]1[C:23]2[CH2:22][C:21]3[C:16](=[CH:17][CH:18]=[CH:19][CH:20]=3)[C:15]=2[CH:14]=[CH:13][CH:12]=1)=[O:25])[CH3:9])[C:3]([O:5][CH2:6][CH3:7])=[O:4]. (6) Given the reactants [C@@H:1]12[CH2:7][C@@H:4]([CH2:5][CH2:6]1)[CH2:3][C@@H:2]2[NH:8][C:9]([NH2:11])=[S:10].Br[CH:13]1[CH2:17][CH2:16][O:15][C:14]1=[O:18].CCO.CCN(C(C)C)C(C)C, predict the reaction product. The product is: [C@@H:1]12[CH2:7][C@@H:4]([CH2:5][CH2:6]1)[CH2:3][C@@H:2]2[NH:8][C:9]1[S:10][CH:17]([CH2:13][CH2:14][OH:18])[C:16](=[O:15])[N:11]=1.